Predict the reaction yield, written as a fraction of the theoretical maximum amount of product (1.0 means a 100% yield; for example, 0.34 means a 34% yield). From a dataset of Reaction yield outcomes from USPTO patents with 853,638 reactions. (1) The reactants are [CH2:1]([N:6]1[C:14]2[N:13]=[CH:12][NH:11][C:10]=2[C:9](=[O:15])[NH:8]/[C:7]/1=[N:16]\[NH2:17])[CH2:2][CH2:3][CH2:4][CH3:5].[Br:18][C:19]1[CH:20]=[C:21]([CH2:25][C:26](O)=[O:27])[CH:22]=[CH:23][CH:24]=1.F[P-](F)(F)(F)(F)F.N1(O[P+](N(C)C)(N(C)C)N(C)C)C2C=CC=CC=2N=N1.C(N(CC)CC)C. The product is [Br:18][C:19]1[CH:20]=[C:21]([CH2:25][C:26]([NH:17]/[N:16]=[C:7]2\[NH:8][C:9](=[O:15])[C:10]3[NH:11][CH:12]=[N:13][C:14]=3[N:6]\2[CH2:1][CH2:2][CH2:3][CH2:4][CH3:5])=[O:27])[CH:22]=[CH:23][CH:24]=1. The catalyst is CN(C=O)C.CCOC(C)=O. The yield is 0.782. (2) The reactants are [N:1]1([C:6]2[CH:14]=[CH:13][C:9]([C:10]([OH:12])=O)=[CH:8][N:7]=2)[CH2:5][CH2:4][CH2:3][CH2:2]1.CN([C:18]([O:22]N1N=NC2C=CC=NC1=2)=[N+](C)C)C.F[P-](F)(F)(F)(F)F.C(N([CH:45]([CH3:47])C)CC)(C)C.Cl.C(O[C@@H:52]1[CH2:57][CH2:56][CH2:55][N:54]([CH2:58][C@@H:59]2[CH2:64][CH2:63][CH2:62][CH2:61][C@H:60]2[NH2:65])[CH2:53]1)C. The catalyst is CN(C=O)C. The product is [CH2:45]([O:22][CH2:18][C@@H:52]1[CH2:57][CH2:56][CH2:55][N:54]([CH2:58][C@@H:59]2[CH2:64][CH2:63][CH2:62][CH2:61][C@H:60]2[NH:65][C:10](=[O:12])[C:9]2[CH:13]=[CH:14][C:6]([N:1]3[CH2:2][CH2:3][CH2:4][CH2:5]3)=[N:7][CH:8]=2)[CH2:53]1)[CH3:47]. The yield is 0.570. (3) The reactants are [O:1]1[CH:5]=[CH:4][CH:3]=[C:2]1[C:6]1[O:7][C:8]([CH3:34])=[C:9]([CH2:11][O:12][C:13]2[CH:33]=[CH:32][C:16]([CH2:17][O:18][C:19]3[C:23]([CH:24]=O)=[CH:22][N:21]([C:26]4[CH:31]=[CH:30][CH:29]=[CH:28][CH:27]=4)[N:20]=3)=[CH:15][CH:14]=2)[N:10]=1.Cl.NO.[N:38]1C=CC=CC=1.C(O)C. The catalyst is O. The product is [O:1]1[CH:5]=[CH:4][CH:3]=[C:2]1[C:6]1[O:7][C:8]([CH3:34])=[C:9]([CH2:11][O:12][C:13]2[CH:14]=[CH:15][C:16]([CH2:17][O:18][C:19]3[C:23]([C:24]#[N:38])=[CH:22][N:21]([C:26]4[CH:31]=[CH:30][CH:29]=[CH:28][CH:27]=4)[N:20]=3)=[CH:32][CH:33]=2)[N:10]=1. The yield is 0.680. (4) The reactants are [F:1][C:2]([F:34])([F:33])[C:3]1[CH:28]=[C:27]([C:29]([F:32])([F:31])[F:30])[CH:26]=[CH:25][C:4]=1[CH2:5][O:6][C:7]1[CH:15]=[CH:14][C:13](/[CH:16]=[C:17]2/[C:18]([NH:23][CH3:24])=[N:19][C:20](=[O:22])[S:21]/2)=[CH:12][C:8]=1C(O)=O.CN.O1CCCC1.ON1C2C=CC=CC=2N=N1.Cl.C(N=C=NCCCN(C)C)C.C[N:65]([CH3:68])[CH:66]=[O:67]. The catalyst is O. The product is [F:34][C:2]([F:1])([F:33])[C:3]1[CH:28]=[C:27]([C:29]([F:30])([F:32])[F:31])[CH:26]=[CH:25][C:4]=1[CH2:5][O:6][C:7]1[CH:8]=[CH:12][C:13](/[CH:16]=[C:17]2/[C:18]([NH:23][CH3:24])=[N:19][C:20](=[O:22])[S:21]/2)=[CH:14][C:15]=1[C:66]([NH:65][CH3:68])=[O:67]. The yield is 0.700. (5) The reactants are C([Si](C)(C)[O:6][C:7]1[C:12]([CH3:13])=[CH:11][C:10]([C:14]2([C:24]3[CH:29]=[C:28]([CH3:30])[C:27]([O:31][Si](C(C)(C)C)(C)C)=[C:26]([CH3:39])[CH:25]=3)[C:22]3[C:17](=[CH:18][CH:19]=[CH:20][CH:21]=3)[NH:16][C:15]2=[O:23])=[CH:9][C:8]=1[CH3:40])(C)(C)C.[F:43][C:44]([F:55])([F:54])[C:45]1[CH:50]=[CH:49][C:48](B(O)O)=[CH:47][CH:46]=1.C(N(CC)CC)C.[F-].C([N+](CCCC)(CCCC)CCCC)CCC.Cl. The catalyst is C1COCC1.C([O-])(=O)C.[Cu+2].C([O-])(=O)C.C(OCC)(=O)C.O.ClCCl. The product is [OH:6][C:7]1[C:12]([CH3:13])=[CH:11][C:10]([C:14]2([C:24]3[CH:25]=[C:26]([CH3:39])[C:27]([OH:31])=[C:28]([CH3:30])[CH:29]=3)[C:22]3[C:17](=[CH:18][CH:19]=[CH:20][CH:21]=3)[N:16]([C:48]3[CH:49]=[CH:50][C:45]([C:44]([F:55])([F:54])[F:43])=[CH:46][CH:47]=3)[C:15]2=[O:23])=[CH:9][C:8]=1[CH3:40]. The yield is 0.590. (6) The catalyst is C1C=CC=CC=1.C1COCC1.O. The reactants are O[CH:2]1[CH2:6][CH2:5][C:4]([CH2:7][PH:8](=[O:13])[O:9][CH:10]([CH3:12])[CH3:11])=[CH:3]1.CCOC(/[N:19]=N/C(OCC)=O)=O.N=[N+]=[N-].C1(P(C2C=CC=CC=2)C2C=CC=CC=2)C=CC=CC=1. The product is [NH2:19][CH:2]1[CH2:6][CH2:5][C:4]([CH2:7][PH:8](=[O:13])[O:9][CH:10]([CH3:12])[CH3:11])=[CH:3]1. The yield is 0.680. (7) The reactants are [F:1][C:2]1[CH:7]=[C:6]([O:8]C)[CH:5]=[CH:4][C:3]=1[CH:10]([C:15]#[C:16][CH3:17])[CH2:11][C:12]([OH:14])=[O:13].B(Br)(Br)Br. The catalyst is C(Cl)Cl. The product is [F:1][C:2]1[CH:7]=[C:6]([OH:8])[CH:5]=[CH:4][C:3]=1[CH:10]([C:15]#[C:16][CH3:17])[CH2:11][C:12]([OH:14])=[O:13]. The yield is 0.760.